Task: Predict the reaction yield, written as a fraction of the theoretical maximum amount of product (1.0 means a 100% yield; for example, 0.34 means a 34% yield).. Dataset: Reaction yield outcomes from USPTO patents with 853,638 reactions (1) The catalyst is O. The yield is 0.560. The reactants are [Br:1][C:2]1[CH:7]=[CH:6][CH:5]=[C:4]([C:8]([C:10]2[CH:15]=[CH:14][C:13](SC)=[CH:12][CH:11]=2)=[CH2:9])[CH:3]=1.O[O:19][S:20]([O-:22])=O.[K+].[CH3:24]O. The product is [Br:1][C:2]1[CH:7]=[CH:6][CH:5]=[C:4]([C:8]([C:10]2[CH:11]=[CH:12][C:13]([S:20]([CH3:24])(=[O:22])=[O:19])=[CH:14][CH:15]=2)=[CH2:9])[CH:3]=1. (2) The reactants are [CH2:1]([C:8]1[N:9]=[C:10]([C:14]([O:16][CH2:17][CH3:18])=[O:15])[S:11][C:12]=1Br)[C:2]1[CH:7]=[CH:6][CH:5]=[CH:4][CH:3]=1.[C:19]([NH:23][S:24]([C:27]1[C:36]2[C:31](=[CH:32][CH:33]=[CH:34][CH:35]=2)[C:30](B2OC(C)(C)C(C)(C)O2)=[CH:29][CH:28]=1)(=[O:26])=[O:25])([CH3:22])([CH3:21])[CH3:20].C([O-])([O-])=O.[Na+].[Na+].CCO. The catalyst is C1(C)C=CC=CC=1.C1C=CC(P(C2C=CC=CC=2)[C-]2C=CC=C2)=CC=1.C1C=CC(P(C2C=CC=CC=2)[C-]2C=CC=C2)=CC=1.Cl[Pd]Cl.[Fe+2].O. The product is [CH2:1]([C:8]1[N:9]=[C:10]([C:14]([O:16][CH2:17][CH3:18])=[O:15])[S:11][C:12]=1[C:30]1[C:31]2[C:36](=[CH:35][CH:34]=[CH:33][CH:32]=2)[C:27]([S:24](=[O:26])(=[O:25])[NH:23][C:19]([CH3:20])([CH3:22])[CH3:21])=[CH:28][CH:29]=1)[C:2]1[CH:7]=[CH:6][CH:5]=[CH:4][CH:3]=1. The yield is 0.530. (3) The reactants are Br[C:2]1[CH:3]=[C:4]([N:22]([CH:24]2[CH2:28][CH2:27][CH2:26][CH2:25]2)[CH3:23])[C:5]([CH3:21])=[C:6]([CH:20]=1)[C:7]([NH:9][CH2:10][C:11]1[C:12](=[O:19])[NH:13][C:14]([CH3:18])=[CH:15][C:16]=1[CH3:17])=[O:8].[CH:29]([C:31]1[N:36]=[CH:35][C:34](B(O)O)=[CH:33][CH:32]=1)=[O:30].C([O-])([O-])=O.[Na+].[Na+]. The catalyst is O1CCOCC1.O.O.C1C=CC([P]([Pd]([P](C2C=CC=CC=2)(C2C=CC=CC=2)C2C=CC=CC=2)([P](C2C=CC=CC=2)(C2C=CC=CC=2)C2C=CC=CC=2)[P](C2C=CC=CC=2)(C2C=CC=CC=2)C2C=CC=CC=2)(C2C=CC=CC=2)C2C=CC=CC=2)=CC=1. The product is [CH:24]1([N:22]([CH3:23])[C:4]2[C:5]([CH3:21])=[C:6]([CH:20]=[C:2]([C:34]3[CH:35]=[N:36][C:31]([CH:29]=[O:30])=[CH:32][CH:33]=3)[CH:3]=2)[C:7]([NH:9][CH2:10][C:11]2[C:12](=[O:19])[NH:13][C:14]([CH3:18])=[CH:15][C:16]=2[CH3:17])=[O:8])[CH2:28][CH2:27][CH2:26][CH2:25]1. The yield is 0.660. (4) The reactants are [CH3:1][N:2]1[C:6]([C:7]2[CH:8]=[C:9]([C:13]([OH:15])=O)[S:10][C:11]=2[CH3:12])=[C:5]([CH3:16])[CH:4]=[N:3]1.[NH2:17][C@@H:18]([CH2:31][C:32]1[CH:37]=[CH:36][C:35]([F:38])=[CH:34][CH:33]=1)[CH2:19][N:20]1[C:28](=[O:29])[C:27]2[C:22](=[CH:23][CH:24]=[CH:25][CH:26]=2)[C:21]1=[O:30].CC(OC(N[C@H](C(O)=O)CC1C=CC=CC=1C(F)(F)F)=O)(C)C.C1CN([P+](Br)(N2CCCC2)N2CCCC2)CC1.F[P-](F)(F)(F)(F)F.CCN(C(C)C)C(C)C. The catalyst is C(Cl)(Cl)Cl. The product is [CH3:1][N:2]1[C:6]([C:7]2[CH:8]=[C:9]([C:13]([NH:17][C@@H:18]([CH2:31][C:32]3[CH:33]=[CH:34][C:35]([F:38])=[CH:36][CH:37]=3)[CH2:19][N:20]3[C:28](=[O:29])[C:27]4[C:22](=[CH:23][CH:24]=[CH:25][CH:26]=4)[C:21]3=[O:30])=[O:15])[S:10][C:11]=2[CH3:12])=[C:5]([CH3:16])[CH:4]=[N:3]1. The yield is 0.240. (5) The reactants are [Cl:1][C:2]1[CH:7]=[CH:6][C:5]([C:8]2[N:9]=[C:10]([C:13]([CH3:17])([CH3:16])[CH2:14][NH2:15])[S:11][CH:12]=2)=[CH:4][CH:3]=1.[C:18]([C:20]1[CH:21]=[N:22][C:23]([CH3:29])=[C:24]([CH:28]=1)[C:25](O)=[O:26])#[N:19]. The yield is 0.460. No catalyst specified. The product is [Cl:1][C:2]1[CH:3]=[CH:4][C:5]([C:8]2[N:9]=[C:10]([C:13]([CH3:17])([CH3:16])[CH2:14][NH:15][C:25](=[O:26])[C:24]3[CH:28]=[C:20]([C:18]#[N:19])[CH:21]=[N:22][C:23]=3[CH3:29])[S:11][CH:12]=2)=[CH:6][CH:7]=1.